From a dataset of Full USPTO retrosynthesis dataset with 1.9M reactions from patents (1976-2016). Predict the reactants needed to synthesize the given product. (1) Given the product [C:1]([C@H:5]1[O:9][C:8](=[O:10])[C@:7]([C:17]2[CH2:21][CH2:20][CH2:19][CH:18]=2)([C:11]2[CH:12]=[CH:13][CH:14]=[CH:15][CH:16]=2)[O:6]1)([CH3:4])([CH3:2])[CH3:3], predict the reactants needed to synthesize it. The reactants are: [C:1]([C@H:5]1[O:9][C:8](=[O:10])[C@@:7]([C:17]2(O)[CH2:21][CH2:20][CH2:19][CH2:18]2)([C:11]2[CH:16]=[CH:15][CH:14]=[CH:13][CH:12]=2)[O:6]1)([CH3:4])([CH3:3])[CH3:2].S(Cl)(Cl)=O.N1C=CC=CC=1.[Cl-].[NH4+]. (2) Given the product [N:41]1([CH2:40][CH2:39][N:37]2[CH:38]=[C:34]([C:25]3[CH:2]=[CH:3][C:4]4[O:13][CH2:12][CH2:11][C:10]5[S:9][C:8]([C:14]6[N:15]([CH2:19][C:20]([F:21])([F:22])[F:23])[N:16]=[CH:17][N:18]=6)=[N:7][C:6]=5[C:5]=4[CH:24]=3)[CH:35]=[N:36]2)[CH2:42][CH2:43][O:44][CH2:45][CH2:46]1, predict the reactants needed to synthesize it. The reactants are: Br[C:2]1[CH:25]=[CH:24][C:5]2[C:6]3[N:7]=[C:8]([C:14]4[N:15]([CH2:19][C:20]([F:23])([F:22])[F:21])[N:16]=[CH:17][N:18]=4)[S:9][C:10]=3[CH2:11][CH2:12][O:13][C:4]=2[CH:3]=1.CC1(C)C(C)(C)OB([C:34]2[CH:35]=[N:36][N:37]([CH2:39][CH2:40][N:41]3[CH2:46][CH2:45][O:44][CH2:43][CH2:42]3)[CH:38]=2)O1. (3) The reactants are: Br[CH2:2][C:3]1[N:4]=[C:5]([CH3:13])[O:6][C:7]=1[C:8]([O:10][CH2:11][CH3:12])=[O:9].C(N)(=[S:16])C. Given the product [SH:16][CH2:2][C:3]1[N:4]=[C:5]([CH3:13])[O:6][C:7]=1[C:8]([O:10][CH2:11][CH3:12])=[O:9], predict the reactants needed to synthesize it. (4) Given the product [N+:9]([NH:13][C:14]1[CH:22]=[CH:21][CH:23]=[CH:25][CH:24]=1)([O-:11])=[O:10], predict the reactants needed to synthesize it. The reactants are: FC1C=C([N+:9]([O-:11])=[O:10])C=CC=1F.C[NH:13][CH3:14].CCN([CH:21]([CH3:23])[CH3:22])C(C)C.[C:24](OCC)(=O)[CH3:25]. (5) The reactants are: [CH:1]1([C:4]2[N:9]=[N:8][C:7](O)=[CH:6][CH:5]=2)[CH2:3][CH2:2]1.O=P(Cl)(Cl)[Cl:13]. Given the product [Cl:13][C:7]1[N:8]=[N:9][C:4]([CH:1]2[CH2:3][CH2:2]2)=[CH:5][CH:6]=1, predict the reactants needed to synthesize it. (6) The reactants are: [CH3:1][NH:2][S:3]([CH2:6][CH2:7][C:8]1[CH:13]=[CH:12][C:11]([NH2:14])=[C:10]([C:15]2[CH2:20][CH2:19][CH2:18][CH2:17][CH:16]=2)[CH:9]=1)(=[O:5])=[O:4].C1CN([P+](Br)(N2CCCC2)N2CCCC2)CC1.F[P-](F)(F)(F)(F)F.[K+].[C:46]([C:48]1[N:49]=[C:50]([C:61]([O-])=[O:62])[N:51]([CH2:53][O:54][CH2:55][CH2:56][Si:57]([CH3:60])([CH3:59])[CH3:58])[CH:52]=1)#[N:47].CCN(C(C)C)C(C)C. Given the product [C:15]1([C:10]2[CH:9]=[C:8]([CH2:7][CH2:6][S:3](=[O:4])(=[O:5])[NH:2][CH3:1])[CH:13]=[CH:12][C:11]=2[NH:14][C:61]([C:50]2[N:51]([CH2:53][O:54][CH2:55][CH2:56][Si:57]([CH3:60])([CH3:59])[CH3:58])[CH:52]=[C:48]([C:46]#[N:47])[N:49]=2)=[O:62])[CH2:20][CH2:19][CH2:18][CH2:17][CH:16]=1, predict the reactants needed to synthesize it. (7) Given the product [F:6][C:7]1[CH:8]=[CH:9][C:10]2[N:16]([S:17]([C:20]3[CH:25]=[CH:24][C:23]([CH3:26])=[CH:22][CH:21]=3)(=[O:18])=[O:19])[CH2:15][CH2:14][CH2:13][C:12](=[O:29])[C:11]=2[CH:30]=1, predict the reactants needed to synthesize it. The reactants are: C([O-])(=O)C.Cl.[F:6][C:7]1[CH:8]=[CH:9][C:10]2[N:16]([S:17]([C:20]3[CH:25]=[CH:24][C:23]([CH3:26])=[CH:22][CH:21]=3)(=[O:19])=[O:18])[CH2:15][CH2:14][CH:13](C#N)[C:12](=[O:29])[C:11]=2[CH:30]=1.[OH-].[Na+].